From a dataset of Catalyst prediction with 721,799 reactions and 888 catalyst types from USPTO. Predict which catalyst facilitates the given reaction. Reactant: [CH3:1][Si]([N-][Si](C)(C)C)(C)C.[Na+].[CH3:11][C:12]([C:14]1[CH:19]=[CH:18][CH:17]=[C:16]([Br:20])[CH:15]=1)=O. Product: [Br:20][C:16]1[CH:17]=[CH:18][CH:19]=[C:14]([CH2:12][CH:11]=[CH2:1])[CH:15]=1. The catalyst class is: 307.